This data is from Forward reaction prediction with 1.9M reactions from USPTO patents (1976-2016). The task is: Predict the product of the given reaction. (1) The product is: [OH:22][C:23]1[CH:31]=[CH:30][C:26]([C:27]([NH:13][CH2:12][CH2:11][CH2:10][N:9]([CH2:8][C:3]2[C:2]([CH3:1])=[CH:7][CH:6]=[CH:5][N:4]=2)[CH:14]([C:16]2[CH:21]=[CH:20][CH:19]=[CH:18][N:17]=2)[CH3:15])=[O:28])=[CH:25][N:24]=1. Given the reactants [CH3:1][C:2]1[C:3]([CH2:8][N:9]([CH:14]([C:16]2[CH:21]=[CH:20][CH:19]=[CH:18][N:17]=2)[CH3:15])[CH2:10][CH2:11][CH2:12][NH2:13])=[N:4][CH:5]=[CH:6][CH:7]=1.[OH:22][C:23]1[CH:31]=[CH:30][C:26]([C:27](O)=[O:28])=[CH:25][N:24]=1.CCN=C=NCCCN(C)C.C1C=CC2N(O)N=NC=2C=1.CCN(C(C)C)C(C)C, predict the reaction product. (2) Given the reactants [C:1]([N:8]1[CH2:13][CH2:12][NH:11][C@H:10]([C:14]([OH:16])=O)[CH2:9]1)([O:3][C:4]([CH3:7])([CH3:6])[CH3:5])=[O:2].C=O.[BH-](OC(C)=O)(OC(C)=O)O[C:21](C)=O.[Na+].[CH2:33]([N:40]1[CH2:46][CH2:45][CH2:44][NH:43][CH2:42][CH2:41]1)[C:34]1[CH:39]=[CH:38][CH:37]=[CH:36][CH:35]=1.CCN(C(C)C)C(C)C.CN(C(ON1N=NC2C=CC=CC1=2)=[N+](C)C)C.F[P-](F)(F)(F)(F)F, predict the reaction product. The product is: [CH2:33]([N:40]1[CH2:46][CH2:45][CH2:44][N:43]([C:14]([CH:10]2[N:11]([CH3:21])[CH2:12][CH2:13][N:8]([C:1]([O:3][C:4]([CH3:5])([CH3:6])[CH3:7])=[O:2])[CH2:9]2)=[O:16])[CH2:42][CH2:41]1)[C:34]1[CH:35]=[CH:36][CH:37]=[CH:38][CH:39]=1.